Dataset: NCI-60 drug combinations with 297,098 pairs across 59 cell lines. Task: Regression. Given two drug SMILES strings and cell line genomic features, predict the synergy score measuring deviation from expected non-interaction effect. (1) Drug 1: CS(=O)(=O)C1=CC(=C(C=C1)C(=O)NC2=CC(=C(C=C2)Cl)C3=CC=CC=N3)Cl. Drug 2: CCC1(CC2CC(C3=C(CCN(C2)C1)C4=CC=CC=C4N3)(C5=C(C=C6C(=C5)C78CCN9C7C(C=CC9)(C(C(C8N6C=O)(C(=O)OC)O)OC(=O)C)CC)OC)C(=O)OC)O.OS(=O)(=O)O. Cell line: NCI-H322M. Synergy scores: CSS=15.0, Synergy_ZIP=1.22, Synergy_Bliss=11.2, Synergy_Loewe=4.93, Synergy_HSA=10.5. (2) Drug 1: C1CNP(=O)(OC1)N(CCCl)CCCl. Drug 2: CCC1(C2=C(COC1=O)C(=O)N3CC4=CC5=C(C=CC(=C5CN(C)C)O)N=C4C3=C2)O.Cl. Cell line: SN12C. Synergy scores: CSS=10.2, Synergy_ZIP=-11.2, Synergy_Bliss=-17.1, Synergy_Loewe=-94.1, Synergy_HSA=-17.8. (3) Drug 1: C1CC(=O)NC(=O)C1N2CC3=C(C2=O)C=CC=C3N. Drug 2: CC1=CC=C(C=C1)C2=CC(=NN2C3=CC=C(C=C3)S(=O)(=O)N)C(F)(F)F. Cell line: PC-3. Synergy scores: CSS=8.82, Synergy_ZIP=-3.49, Synergy_Bliss=-0.208, Synergy_Loewe=2.44, Synergy_HSA=3.18. (4) Synergy scores: CSS=12.1, Synergy_ZIP=-1.77, Synergy_Bliss=1.96, Synergy_Loewe=-18.5, Synergy_HSA=2.22. Drug 2: CC(C)CN1C=NC2=C1C3=CC=CC=C3N=C2N. Cell line: CAKI-1. Drug 1: CCC1=C2CN3C(=CC4=C(C3=O)COC(=O)C4(CC)O)C2=NC5=C1C=C(C=C5)O. (5) Drug 1: C1CCN(CC1)CCOC2=CC=C(C=C2)C(=O)C3=C(SC4=C3C=CC(=C4)O)C5=CC=C(C=C5)O. Drug 2: CCC(=C(C1=CC=CC=C1)C2=CC=C(C=C2)OCCN(C)C)C3=CC=CC=C3.C(C(=O)O)C(CC(=O)O)(C(=O)O)O. Cell line: UO-31. Synergy scores: CSS=6.29, Synergy_ZIP=-4.86, Synergy_Bliss=-2.02, Synergy_Loewe=1.01, Synergy_HSA=1.04. (6) Synergy scores: CSS=5.96, Synergy_ZIP=5.51, Synergy_Bliss=12.6, Synergy_Loewe=-1.61, Synergy_HSA=2.50. Drug 2: CCC1(CC2CC(C3=C(CCN(C2)C1)C4=CC=CC=C4N3)(C5=C(C=C6C(=C5)C78CCN9C7C(C=CC9)(C(C(C8N6C)(C(=O)OC)O)OC(=O)C)CC)OC)C(=O)OC)O.OS(=O)(=O)O. Cell line: CCRF-CEM. Drug 1: CC1C(C(=O)NC(C(=O)N2CCCC2C(=O)N(CC(=O)N(C(C(=O)O1)C(C)C)C)C)C(C)C)NC(=O)C3=C4C(=C(C=C3)C)OC5=C(C(=O)C(=C(C5=N4)C(=O)NC6C(OC(=O)C(N(C(=O)CN(C(=O)C7CCCN7C(=O)C(NC6=O)C(C)C)C)C)C(C)C)C)N)C. (7) Drug 1: CN(C)C1=NC(=NC(=N1)N(C)C)N(C)C. Drug 2: C1C(C(OC1N2C=NC3=C(N=C(N=C32)Cl)N)CO)O. Cell line: NCI/ADR-RES. Synergy scores: CSS=35.6, Synergy_ZIP=-6.30, Synergy_Bliss=0.149, Synergy_Loewe=-78.5, Synergy_HSA=-1.10. (8) Drug 1: CC(CN1CC(=O)NC(=O)C1)N2CC(=O)NC(=O)C2. Drug 2: CC1CCCC2(C(O2)CC(NC(=O)CC(C(C(=O)C(C1O)C)(C)C)O)C(=CC3=CSC(=N3)C)C)C. Cell line: SK-MEL-28. Synergy scores: CSS=1.95, Synergy_ZIP=-2.87, Synergy_Bliss=-2.66, Synergy_Loewe=-6.89, Synergy_HSA=-5.71. (9) Drug 1: CCN(CC)CCNC(=O)C1=C(NC(=C1C)C=C2C3=C(C=CC(=C3)F)NC2=O)C. Drug 2: C1C(C(OC1N2C=NC3=C2NC=NCC3O)CO)O. Cell line: OVCAR-5. Synergy scores: CSS=0.298, Synergy_ZIP=0.857, Synergy_Bliss=0.226, Synergy_Loewe=-0.978, Synergy_HSA=-1.32.